Dataset: CYP2C19 inhibition data for predicting drug metabolism from PubChem BioAssay. Task: Regression/Classification. Given a drug SMILES string, predict its absorption, distribution, metabolism, or excretion properties. Task type varies by dataset: regression for continuous measurements (e.g., permeability, clearance, half-life) or binary classification for categorical outcomes (e.g., BBB penetration, CYP inhibition). Dataset: cyp2c19_veith. (1) The compound is Cc1cc(C)nc(SCCc2cccc[n+]2C)n1. The result is 0 (non-inhibitor). (2) The molecule is O=S(=O)(c1ccccc1)N1CCC2(CC1)CN(c1ccncc1)C2. The result is 0 (non-inhibitor). (3) The molecule is CCOC(=O)COc1c(OC)cc(Cl)cc1C1Nc2ccccc2C(=O)N1c1ccc(F)cc1. The result is 1 (inhibitor). (4) The compound is CS(=O)(=O)Nc1cccc(-c2ccc3ncnc(Nc4ccccc4)c3c2)c1. The result is 1 (inhibitor). (5) The compound is O=C1c2ccccc2C(=O)c2c(Nc3cc4c5c(ccc6c7ccc8c9c(cc(Nc%10cccc%11c%10C(=O)c%10ccccc%10C%11=O)c(c3c56)c97)-c3ccccc3C8=O)C(=O)c3ccccc3-4)cccc21. The result is 0 (non-inhibitor).